From a dataset of Full USPTO retrosynthesis dataset with 1.9M reactions from patents (1976-2016). Predict the reactants needed to synthesize the given product. Given the product [Cl:31][C:27]1[CH:26]=[C:25]2[NH:24][C:23](=[O:32])[C:9]3([CH:8]([C:6]4[CH:7]=[C:2]([Cl:1])[CH:3]=[CH:4][C:5]=4[O:33][C:34]([CH2:41][CH3:42])([C:37]([OH:39])=[O:38])[CH2:35][CH3:36])[CH2:13][C:12](=[O:14])[NH:11][CH:10]3[C:15]3[CH:20]=[C:19]([Cl:21])[CH:18]=[CH:17][C:16]=3[CH3:22])[C:30]2=[CH:29][CH:28]=1, predict the reactants needed to synthesize it. The reactants are: [Cl:1][C:2]1[CH:3]=[CH:4][C:5]([O:33][C:34]([CH2:41][CH3:42])([C:37]([O:39]C)=[O:38])[CH2:35][CH3:36])=[C:6]([CH:8]2[CH2:13][C:12](=[O:14])[NH:11][CH:10]([C:15]3[CH:20]=[C:19]([Cl:21])[CH:18]=[CH:17][C:16]=3[CH3:22])[C:9]32[C:30]2[C:25](=[CH:26][C:27]([Cl:31])=[CH:28][CH:29]=2)[NH:24][C:23]3=[O:32])[CH:7]=1.[Li+].[OH-].O.